This data is from Forward reaction prediction with 1.9M reactions from USPTO patents (1976-2016). The task is: Predict the product of the given reaction. (1) Given the reactants [C-:1]#[N:2].[K+].C1(P(C2C=CC=CC=2)C2C=CC=CC=2)C=CC=CC=1.Br[C:24]1[CH:29]=[CH:28][C:27]([CH:30]2[CH2:35][CH2:34][N:33]([C:36]([O:38][C:39]([CH3:42])([CH3:41])[CH3:40])=[O:37])[CH2:32][CH:31]2[OH:43])=[CH:26][CH:25]=1, predict the reaction product. The product is: [C:1]([C:24]1[CH:29]=[CH:28][C:27]([CH:30]2[CH2:35][CH2:34][N:33]([C:36]([O:38][C:39]([CH3:42])([CH3:41])[CH3:40])=[O:37])[CH2:32][CH:31]2[OH:43])=[CH:26][CH:25]=1)#[N:2]. (2) Given the reactants [C:1]([O:5][C:6]([N:8]([CH2:10][C:11]1([C:17]([O:19]C)=[O:18])[CH2:16][CH2:15][O:14][CH2:13][CH2:12]1)[CH3:9])=[O:7])([CH3:4])([CH3:3])[CH3:2].O.[OH-].[Na+], predict the reaction product. The product is: [C:1]([O:5][C:6]([N:8]([CH2:10][C:11]1([C:17]([OH:19])=[O:18])[CH2:12][CH2:13][O:14][CH2:15][CH2:16]1)[CH3:9])=[O:7])([CH3:4])([CH3:2])[CH3:3]. (3) Given the reactants [F:1][C:2]1[CH:3]=[C:4]([CH2:9][OH:10])[CH:5]=[CH:6][C:7]=1[F:8].Cl[C:12]1[CH:29]=[C:16]2[N:17](C(OC(C)(C)C)=O)[CH:18]([CH3:21])[CH2:19][CH2:20][N:15]2[C:14](=[O:30])[N:13]=1, predict the reaction product. The product is: [F:1][C:2]1[CH:3]=[C:4]([CH:5]=[CH:6][C:7]=1[F:8])[CH2:9][O:10][C:12]1[CH:29]=[C:16]2[NH:17][CH:18]([CH3:21])[CH2:19][CH2:20][N:15]2[C:14](=[O:30])[N:13]=1.